Dataset: Reaction yield outcomes from USPTO patents with 853,638 reactions. Task: Predict the reaction yield, written as a fraction of the theoretical maximum amount of product (1.0 means a 100% yield; for example, 0.34 means a 34% yield). (1) The reactants are [Cl-].O[NH3+:3].[C:4](=[O:7])([O-])[OH:5].[Na+].CS(C)=O.[C:13]([O:17][C:18]1[CH:23]=[CH:22][C:21]([C:24]2[C:29](=[O:30])[N:28]([CH2:31][C:32]3[CH:37]=[CH:36][C:35]([C:38]4[C:39]([C:44]#[N:45])=[CH:40][CH:41]=[CH:42][CH:43]=4)=[CH:34][C:33]=3[F:46])[C:27]([CH2:47][CH2:48][CH3:49])=[N:26][C:25]=2[CH3:50])=[CH:20][CH:19]=1)([CH3:16])([CH3:15])[CH3:14]. The catalyst is C(OCC)(=O)C. The product is [C:13]([O:17][C:18]1[CH:19]=[CH:20][C:21]([C:24]2[C:29](=[O:30])[N:28]([CH2:31][C:32]3[CH:37]=[CH:36][C:35]([C:38]4[CH:43]=[CH:42][CH:41]=[CH:40][C:39]=4[C:44]4[NH:3][C:4](=[O:7])[O:5][N:45]=4)=[CH:34][C:33]=3[F:46])[C:27]([CH2:47][CH2:48][CH3:49])=[N:26][C:25]=2[CH3:50])=[CH:22][CH:23]=1)([CH3:16])([CH3:15])[CH3:14]. The yield is 0.770. (2) The reactants are [CH2:1]([C@H:3]1[C@@H:7]([C:8]2[N:12]3[C:13]4[CH:19]=[CH:18][N:17]([CH2:20][O:21][CH2:22][CH2:23][Si:24]([CH3:27])([CH3:26])[CH3:25])[C:14]=4[N:15]=[CH:16][C:11]3=[N:10][N:9]=2)[CH2:6][C@H:5]([OH:28])[CH2:4]1)[CH3:2].[CH3:29][S:30](Cl)(=[O:32])=[O:31]. The catalyst is C(Cl)Cl. The product is [CH3:29][S:30]([O:28][CH:5]1[CH2:6][CH:7]([C:8]2[N:12]3[C:13]4[CH:19]=[CH:18][N:17]([CH2:20][O:21][CH2:22][CH2:23][Si:24]([CH3:26])([CH3:25])[CH3:27])[C:14]=4[N:15]=[CH:16][C:11]3=[N:10][N:9]=2)[CH:3]([CH2:1][CH3:2])[CH2:4]1)(=[O:32])=[O:31]. The yield is 0.800. (3) The reactants are [CH3:1][C:2]1[C:10]([CH3:11])=[CH:9][CH:8]=[CH:7][C:3]=1[C:4]([OH:6])=[O:5].[N+]([O-])(O)=O.[Br:16]Br. The catalyst is C(O)(=O)C.O.[N+]([O-])([O-])=O.[Ag+]. The product is [Br:16][C:8]1[CH:9]=[C:10]([CH3:11])[C:2]([CH3:1])=[C:3]([CH:7]=1)[C:4]([OH:6])=[O:5]. The yield is 0.830. (4) The reactants are [OH:1][CH2:2][CH2:3][CH2:4][CH2:5][CH2:6][CH2:7][CH2:8][CH2:9][CH2:10][CH2:11][CH2:12][P:13](=[O:20])([O:17][CH2:18][CH3:19])[O:14][CH2:15][CH3:16].[C:21](Cl)(=[O:30])[CH:22]=[CH:23][C:24]1[CH:29]=[CH:28][CH:27]=[CH:26][CH:25]=1.P(=O)([O-])[O-]. The catalyst is C(Cl)Cl. The product is [C:21]([O:1][CH2:2][CH2:3][CH2:4][CH2:5][CH2:6][CH2:7][CH2:8][CH2:9][CH2:10][CH2:11][CH2:12][P:13]([O:14][CH2:15][CH3:16])([O:17][CH2:18][CH3:19])=[O:20])(=[O:30])[CH:22]=[CH:23][C:24]1[CH:29]=[CH:28][CH:27]=[CH:26][CH:25]=1. The yield is 0.410. (5) The reactants are [N+:1]([O-:4])(O)=[O:2].[CH2:5]([O:12][C:13]1[CH:20]=[CH:19][C:16]([C:17]#[N:18])=[CH:15][C:14]=1[O:21][CH3:22])[C:6]1[CH:11]=[CH:10][CH:9]=[CH:8][CH:7]=1. The catalyst is C(O)(=O)C. The product is [CH2:5]([O:12][C:13]1[CH:20]=[C:19]([N+:1]([O-:4])=[O:2])[C:16]([C:17]#[N:18])=[CH:15][C:14]=1[O:21][CH3:22])[C:6]1[CH:7]=[CH:8][CH:9]=[CH:10][CH:11]=1. The yield is 0.850. (6) The yield is 0.780. The reactants are [F:1][C:2]1[CH:3]=[C:4]([CH:7]=[C:8]([F:12])[C:9]=1[S:10][CH3:11])[CH:5]=[O:6].[BH4-].[Na+].Cl.O. The catalyst is C1COCC1. The product is [F:12][C:8]1[CH:7]=[C:4]([CH2:5][OH:6])[CH:3]=[C:2]([F:1])[C:9]=1[S:10][CH3:11].